The task is: Binary Classification. Given a drug SMILES string, predict its activity (active/inactive) in a high-throughput screening assay against a specified biological target.. This data is from HIV replication inhibition screening data with 41,000+ compounds from the AIDS Antiviral Screen. The compound is CC(=NNC(=S)N(C)C)c1ccccc1O. The result is 0 (inactive).